Dataset: Catalyst prediction with 721,799 reactions and 888 catalyst types from USPTO. Task: Predict which catalyst facilitates the given reaction. Reactant: [Cl:1][C:2]1[S:6][C:5]([C:7]([NH:9][CH2:10][CH:11]2[O:15][C:14](=[O:16])[N:13]([C:17]3[CH:22]=[CH:21][C:20]([NH:23][S:24]([CH2:27][CH2:28][CH2:29]Cl)(=[O:26])=[O:25])=[CH:19][CH:18]=3)[CH2:12]2)=[O:8])=[CH:4][CH:3]=1.C(=O)([O-])[O-].[K+].[K+].ClCCl. Product: [Cl:1][C:2]1[S:6][C:5]([C:7]([NH:9][CH2:10][CH:11]2[O:15][C:14](=[O:16])[N:13]([C:17]3[CH:22]=[CH:21][C:20]([N:23]4[CH2:29][CH2:28][CH2:27][S:24]4(=[O:26])=[O:25])=[CH:19][CH:18]=3)[CH2:12]2)=[O:8])=[CH:4][CH:3]=1. The catalyst class is: 3.